This data is from NCI-60 drug combinations with 297,098 pairs across 59 cell lines. The task is: Regression. Given two drug SMILES strings and cell line genomic features, predict the synergy score measuring deviation from expected non-interaction effect. (1) Drug 1: C1=CC(=CC=C1CC(C(=O)O)N)N(CCCl)CCCl.Cl. Drug 2: C#CCC(CC1=CN=C2C(=N1)C(=NC(=N2)N)N)C3=CC=C(C=C3)C(=O)NC(CCC(=O)O)C(=O)O. Cell line: HCT116. Synergy scores: CSS=8.50, Synergy_ZIP=-8.23, Synergy_Bliss=-12.4, Synergy_Loewe=-24.7, Synergy_HSA=-10.9. (2) Drug 1: CC12CCC3C(C1CCC2=O)CC(=C)C4=CC(=O)C=CC34C. Drug 2: C1=CC(=CC=C1CC(C(=O)O)N)N(CCCl)CCCl.Cl. Cell line: HOP-62. Synergy scores: CSS=37.8, Synergy_ZIP=-3.00, Synergy_Bliss=3.93, Synergy_Loewe=-8.44, Synergy_HSA=2.39.